From a dataset of Reaction yield outcomes from USPTO patents with 853,638 reactions. Predict the reaction yield, written as a fraction of the theoretical maximum amount of product (1.0 means a 100% yield; for example, 0.34 means a 34% yield). (1) The reactants are [C:1]([O:5][C@@H:6]([C:11]1[C:40]([CH3:41])=[CH:39][C:38]2=[N:42][C:35]3=[CH:36][N:37]2[C:12]=1[N:13]1[CH2:48][CH2:47][C:16]([CH3:49])([O:17][CH2:18][CH2:19][CH2:20][CH2:21][C@H:22]([CH3:46])[O:23][C:24]2[CH:25]=[CH:26][C:27]([F:45])=[C:28]([F:44])[C:29]=2[C:30]2[CH:43]=[C:34]3[CH:33]=[CH:32][CH:31]=2)[CH2:15][CH2:14]1)[C:7]([O:9]C)=[O:8])([CH3:4])([CH3:3])[CH3:2].C(O[C@@H](C1C(C)=CC2=NC3=C(Cl)N2C=1N1CCC(C)(OCCCC[C@H](C)OC2C=CC(C)=CC=2C2C=C3C=CC=2)CC1)C(O)=O)(C)(C)C. No catalyst specified. The product is [C:1]([O:5][C@@H:6]([C:11]1[C:40]([CH3:41])=[CH:39][C:38]2=[N:42][C:35]3=[CH:36][N:37]2[C:12]=1[N:13]1[CH2:14][CH2:15][C:16]([CH3:49])([O:17][CH2:18][CH2:19][CH2:20][CH2:21][C@H:22]([CH3:46])[O:23][C:24]2[CH:25]=[CH:26][C:27]([F:45])=[C:28]([F:44])[C:29]=2[C:30]2[CH:43]=[C:34]3[CH:33]=[CH:32][CH:31]=2)[CH2:47][CH2:48]1)[C:7]([OH:9])=[O:8])([CH3:4])([CH3:2])[CH3:3]. The yield is 0.780. (2) The reactants are [CH3:1][N:2]([CH3:40])[CH2:3][CH:4]([O:7][CH:8]([O:12][C@H:13]1[CH2:37][CH2:36][C@@:35]2([CH3:38])[C:15](=[CH:16][CH2:17][C@@H:18]3[C@@H:34]2[CH2:33][CH2:32][C@@:31]2([CH3:39])[C@H:19]3[CH2:20][CH2:21][C@@H:22]2[C@H:23]([CH3:30])[CH2:24][CH2:25][CH2:26][CH:27]([CH3:29])[CH3:28])[CH2:14]1)[CH2:9][CH2:10][CH3:11])[CH2:5][OH:6].[H-].[Na+].S(O[CH2:48][CH2:49][CH2:50][CH2:51][CH2:52][CH2:53][CH2:54][CH2:55]/[CH:56]=[CH:57]\[CH2:58]/[CH:59]=[CH:60]\[CH2:61][CH2:62][CH2:63][CH2:64][CH3:65])(=O)(=O)C. The catalyst is C1(C)C=CC=CC=1. The product is [CH3:40][N:2]([CH3:1])[CH2:3][CH:4]([O:7][CH:8]([O:12][C@H:13]1[CH2:37][CH2:36][C@@:35]2([CH3:38])[C:15](=[CH:16][CH2:17][C@@H:18]3[C@@H:34]2[CH2:33][CH2:32][C@@:31]2([CH3:39])[C@H:19]3[CH2:20][CH2:21][C@@H:22]2[C@H:23]([CH3:30])[CH2:24][CH2:25][CH2:26][CH:27]([CH3:28])[CH3:29])[CH2:14]1)[CH2:9][CH2:10][CH3:11])[CH2:5][O:6][CH2:48][CH2:49][CH2:50][CH2:51][CH2:52][CH2:53][CH2:54][CH2:55]/[CH:56]=[CH:57]\[CH2:58]/[CH:59]=[CH:60]\[CH2:61][CH2:62][CH2:63][CH2:64][CH3:65]. The yield is 0.810. (3) The reactants are [Br:1][C:2]1[S:6][C:5]([Cl:7])=[C:4]([C:8]([OH:10])=O)[CH:3]=1.C(Cl)(=O)C(Cl)=O.[C:17]1([O:23][CH3:24])[CH:22]=[CH:21][CH:20]=[CH:19][CH:18]=1.[Al+3].[Cl-].[Cl-].[Cl-]. The catalyst is C(Cl)Cl.CN(C=O)C. The product is [Br:1][C:2]1[S:6][C:5]([Cl:7])=[C:4]([C:8]([C:20]2[CH:21]=[CH:22][C:17]([O:23][CH3:24])=[CH:18][CH:19]=2)=[O:10])[CH:3]=1. The yield is 0.980. (4) The reactants are Br[C:2]1[CH:10]=[CH:9][CH:8]=[C:7]2[C:3]=1[C:4]1[CH:14]=[CH:13][CH:12]=[N:11][C:5]=1[NH:6]2.[C:15]1([SH:21])[CH:20]=[CH:19][CH:18]=[CH:17][CH:16]=1.[C:22](=O)([O-])[O-].[Cs+].[Cs+].C[N:29]([CH:31]=[O:32])C. The catalyst is C1C=CC(P(C2C=CC=CC=2)[C-]2C=CC=C2)=CC=1.C1C=CC(P(C2C=CC=CC=2)[C-]2C=CC=C2)=CC=1.Cl[Pd]Cl.[Fe+2]. The product is [N:11]1[C:5]2[NH:6][C:7]3[C:3]([C:4]=2[CH:14]=[CH:13][CH:12]=1)=[C:2]([S:21][C:15]1[CH:20]=[CH:19][C:18]([NH:29][C:31](=[O:32])[CH3:22])=[CH:17][CH:16]=1)[CH:10]=[CH:9][CH:8]=3. The yield is 0.420. (5) The reactants are [OH:1][C:2]([C:4](F)(F)F)=O.O[C:9](C(F)(F)F)=O.[OH:15][C:16]1[CH:17]=[CH:18][C:19]2[C:20]3[N:21]([CH2:37][CH2:38][N:39]=3)[C:22]([NH:28][C:29](=[O:36])[C:30]3[CH:35]=[CH:34][CH:33]=[N:32][CH:31]=3)=[N:23][C:24]=2[C:25]=1[O:26][CH3:27].[C:40](=[O:43])([O-])[O-].[Cs+].[Cs+].[CH3:46][N:47]([CH:49]=O)[CH3:48]. No catalyst specified. The product is [OH:1][C@H:2]([CH2:49][N:47]1[CH2:46][CH2:40][O:43][CH2:9][CH2:48]1)[CH2:4][O:15][C:16]1[CH:17]=[CH:18][C:19]2[C:20]3[N:21]([CH2:37][CH2:38][N:39]=3)[C:22]([NH:28][C:29]([C:30]3[CH:31]=[N:32][CH:33]=[CH:34][CH:35]=3)=[O:36])=[N:23][C:24]=2[C:25]=1[O:26][CH3:27]. The yield is 0.820. (6) The reactants are COC1C=C(OC)C=CC=1C[NH:6][C:7]1[CH:16]=[N:15][C:14]2[C:9](=[CH:10][C:11]([O:17][CH3:18])=[CH:12][CH:13]=2)[N:8]=1.[C:25]([OH:31])([C:27]([F:30])([F:29])[F:28])=[O:26]. The catalyst is C(Cl)Cl. The product is [F:28][C:27]([F:30])([F:29])[C:25]([OH:31])=[O:26].[CH3:18][O:17][C:11]1[CH:10]=[C:9]2[C:14]([N:15]=[CH:16][C:7]([NH2:6])=[N:8]2)=[CH:13][CH:12]=1. The yield is 0.990.